Task: Regression. Given a target protein amino acid sequence and a drug SMILES string, predict the binding affinity score between them. We predict pIC50 (pIC50 = -log10(IC50 in M); higher means more potent). Dataset: bindingdb_ic50.. Dataset: Drug-target binding data from BindingDB using IC50 measurements (1) The small molecule is O=C1C=C2CC3(O)COc4c(ccc(O)c4O)C3=C2CC1=O. The target protein (P42639) has sequence MDAIKKKMQMLKLDKENALDRAEQAEADKKAAEDRSKRLEDELVSLQKKLKATEDELDKYSEAPKDAQEKLELAEKKATDAEADVASLNRRIQLVEEELDRAQERLATALQKLEEAEKAADESERGMKVIESRAQKDEEKMEIQEIQLKEAKHIAEDADRKYEEVARKLVIIESDLERAEERAELSEGKCAELEEELKTVTNNLKSLEAQAEKYSQKEDKYEEEIKVLSDKLKEAETRAEFAERSVTKLEKSIDDLEDELYAQKLKYKAISEELDHALNDMTSI. The pIC50 is 4.8. (2) The small molecule is O=C(NCc1cccc(N2CCN(C(=O)Cc3cc(=O)[nH][nH]3)CC2)c1)c1nc2ccccc2c(=O)[nH]1. The target protein (P45452) has sequence MHPGVLAAFLFLSWTHCRALPLPSGGDEDDLSEEDLQFAERYLRSYYHPTNLAGILKENAASSMTERLREMQSFFGLEVTGKLDDNTLDVMKKPRCGVPDVGEYNVFPRTLKWSKMNLTYRIVNYTPDMTHSEVEKAFKKAFKVWSDVTPLNFTRLHDGIADIMISFGIKEHGDFYPFDGPSGLLAHAFPPGPNYGGDAHFDDDETWTSSSKGYNLFLVAAHEFGHSLGLDHSKDPGALMFPIYTYTGKSHFMLPDDDVQGIQSLYGPGDEDPNPKHPKTPDKCDPSLSLDAITSLRGETMIFKDRFFWRLHPQQVDAELFLTKSFWPELPNRIDAAYEHPSHDLIFIFRGRKFWALNGYDILEGYPKKISELGLPKEVKKISAAVHFEDTGKTLLFSGNQVWRYDDTNHIMDKDYPRLIEEDFPGIGDKVDAVYEKNGYIYFFNGPIQFEYSIWSNRIVRVMPANSILWC. The pIC50 is 9.3. (3) The compound is CC[C@@H](C)[C@@H]1NC(=O)[C@@H](Cc2ccc(OC)cc2)NC(=O)[C@H](CCCCCN(O)C=O)NC(=O)[C@H]2CCCCN2C1=O. The target protein (Q9Z2V6) has sequence MNSPNESDGMSGREPSLGILPRTPLHSIPVAVEVKPVLPGAMPSSMGGGGGGSPSPVELRGALAGPMDPALREQQLQQELLVLKQQQQLQKQLLFAEFQKQHDHLTRQHEVQLQKHLKQQQEMLAAKRQQELEQQRQREQQRQEELEKQRLEQQLLILRNKEKSKESAIASTEVKLRLQEFLLSKSKEPTPGGLNHSLPQHPKCWGAHHASLDQSSPPQSGPPGTPPSYKLPLLGPYDSRDDFPLRKTASEPNLKVRSRLKQKVAERRSSPLLRRKDGTVISTFKKRAVEITGTGPGVSSVCNSAPGSGPSSPNSSHSTIAENGFTGSVPNIPTEMIPQHRALPLDSSPNQFSLYTSPSLPNISLGLQATVTVTNSHLTASPKLSTQQEAERQALQSLRQGGTLTGKFMSTSSIPGCLLGVALEGDTSPHGHASLLQHVCSWTGRQQSTLIAVPLHGQSPLVTGERVATSMRTVGKLPRHRPLSRTQSSPLPQSPQALQQ.... The pIC50 is 7.1. (4) The compound is c1ccc(Nc2nc(-c3ccccn3)cs2)nc1. The target protein sequence is MDTSGHFHDSGVGDLDEDPKCPCPSSGDEQQQQQQQQQQQQPPPPAPPAAPQQPLGPSLQPQPPQLQQQQQQQQQQQQQQQQQQQPPHPLSQLAQLQSQPVHPGLLHSSPTAFRAPPSSNSTAILHPSSRQGSQLNLNDHLLGHSPSSTATSGPGGGSRHRQASPLVHRRDSNPFTEIAMSSCKYSGGVMKPLSRLSASRRNLIEAETEGQPLQLFSPSNPPEIVISSREDNHAHQTLLHHPNATHNHQHAGTTASSTTFPKANKRKNQNIGYKLGHRRALFEKRKRLSDYALIFGMFGIVVMVIETELSWGLYSKDSMFSLALKCLISLSTIILLGLIIAYHTREVQLFVIDNGADDWRIAMTYERILYISLEMLVCAIHPIPGEYKFFWTARLAFSYTPSRAEADVDIILSIPMFLRLYLIARVMLLHSKLFTDASSRSIGALNKINFNTRFVMKTLMTICPGTVLLVFSISLWIIAAWTVRVCERYHDQQDVTSNFL.... The pIC50 is 6.3. (5) The small molecule is O=C(CCl)c1ccc(Cl)s1. The target is XTSFAESXKPVQQPSAFGS. The pIC50 is 5.0. (6) The small molecule is Cc1noc(C)c1-c1ccc2c(c1)C(N[C@H](C)CO)(c1ccccc1)C(=O)N2. The target protein sequence is MLQNVTPHNKLPGEGNAGLLGLGPEAAAPGKRIRKPSLLYEGFESPTMASVPALQLTPANPPPPEVSNPKKPGRVTNQLQYLHKVVMKALWKHQFAWPFRQPVDAVKLGLPDYHKIIKQPMDMGTIKRRLENNYYWAASECMQDFNTMFTNCYIYNKPTDDIVLMAQTLEKIFLQKVASMPQEEQELVVTIPKNSHKKGAKLAALQGSVTSAHQVPAVSSVSHTALYTPPPEIPTTVLNIPHPSVISSPLLKSLHSAGPPLLAVTAAPPAQPLAKKKGVKRKADTTTPTPTAILAPGSPASPPGSLEPKAARLPPMRRESGRPIKPPRKDLPDSQQQHQSSKKGKLSEQLKHCNGILKELLSKKHAAYAWPFYKPVDASALGLHDYHDIIKHPMDLSTVKRKMENRDYRDAQEFAADVRLMFSNCYKYNPPDHDVVAMARKLQDVFEFRYAKMPDEPLEPGPLPVSTAMPPGL. The pIC50 is 7.6. (7) The small molecule is Cc1cn(-c2cc(C(=O)Nc3cccc(Nc4ccc5c(c4)NC(=O)/C5=C\c4ccc[nH]4)c3)cc(C(F)(F)F)c2)cn1. The target protein (P97504) has sequence MESKSILEELLLKKSQQKKKMSPNNYKERLFVLTKTSLSYYEYDKMKRGSRKGSIEIKKIRCVEKVNLEEQTPVERQYPFQIVYKDGLLYVYASNEESRCQWLKALQKEIRGNPHLLIKYHSGFFVDGKFLCCQQSCKAAPGCTLWEAYADLHIAISDEKHRAPTFPERLLKIPRAVPVLKMDASSSGAILPQYDSYSKKSCGSQPTSNIRYIPREDCPDWWQVRKLKSEEDIACSNQLERNIASHSTSKMSWGFPESSSSEEEENLHAYDWFAGNISRSQSEQLLRQKGKEGAFMVRNSSQMGMYTVSLFSKAVNDKKGTVKHYHVHTNAENKLYLAENYCFDSIPKLIHYHQHNSAGMITRLRHPVSTKANKVPVSVALGSGIWELKREEITLLKELGNGQFGVVQLGQWKGQYDVAVKMIKEGAMSEDEFFQEAQTMMKLSHPKLVKFYGVCSKKYPIYIVTEYITNGCLLNYLKSHGKGLESCQLLEMCYDVCEGM.... The pIC50 is 5.2.